This data is from Catalyst prediction with 721,799 reactions and 888 catalyst types from USPTO. The task is: Predict which catalyst facilitates the given reaction. (1) The catalyst class is: 91. Product: [Cl:11][C:12]1[C:13]([C:26]2[CH:31]=[CH:30][CH:29]=[C:28]([NH:32][CH2:33][C:34]3[CH:39]=[CH:38][CH:37]=[C:36]([F:40])[CH:35]=3)[N:27]=2)=[CH:14][C:15]([NH:18][C@@H:19]2[CH2:23][CH2:22][C@H:21]([CH:24]=[O:25])[CH2:20]2)=[N:16][CH:17]=1. Reactant: C(Cl)(=O)C(Cl)=O.CS(C)=O.[Cl:11][C:12]1[C:13]([C:26]2[CH:31]=[CH:30][CH:29]=[C:28]([NH:32][CH2:33][C:34]3[CH:39]=[CH:38][CH:37]=[C:36]([F:40])[CH:35]=3)[N:27]=2)=[CH:14][C:15]([NH:18][C@@H:19]2[CH2:23][CH2:22][C@H:21]([CH2:24][OH:25])[CH2:20]2)=[N:16][CH:17]=1. (2) Reactant: [CH3:1][N:2]([CH3:32])[C:3]1([C:26]2[CH:31]=[CH:30][CH:29]=[CH:28][CH:27]=2)[CH2:8][CH2:7][CH:6]([CH2:9][NH:10][C:11]([NH:13][CH2:14][CH2:15][C:16]2[C:24]3[C:19](=[CH:20][CH:21]=[C:22]([F:25])[CH:23]=3)[NH:18][CH:17]=2)=[O:12])[CH2:5][CH2:4]1.C(O)C.[C:36]([OH:48])(=[O:47])[CH2:37][C:38]([CH2:43][C:44]([OH:46])=[O:45])([C:40]([OH:42])=[O:41])[OH:39]. Product: [C:36]([OH:48])(=[O:47])[CH2:37][C:38]([CH2:43][C:44]([OH:46])=[O:45])([C:40]([OH:42])=[O:41])[OH:39].[CH3:32][N:2]([CH3:1])[C:3]1([C:26]2[CH:31]=[CH:30][CH:29]=[CH:28][CH:27]=2)[CH2:8][CH2:7][CH:6]([CH2:9][NH:10][C:11]([NH:13][CH2:14][CH2:15][C:16]2[C:24]3[C:19](=[CH:20][CH:21]=[C:22]([F:25])[CH:23]=3)[NH:18][CH:17]=2)=[O:12])[CH2:5][CH2:4]1. The catalyst class is: 27.